Dataset: Forward reaction prediction with 1.9M reactions from USPTO patents (1976-2016). Task: Predict the product of the given reaction. (1) Given the reactants Cl.Cl.Cl.[F:4][C:5]1[CH:10]=[CH:9][C:8]([C:11]2[N:12]=[C:13]([CH:23]3[CH2:28][CH2:27][NH:26][CH2:25][CH2:24]3)[N:14]([CH2:16][C:17]([N:20]([CH3:22])[CH3:21])([CH3:19])[CH3:18])[CH:15]=2)=[CH:7][C:6]=1[C:29]([F:32])([F:31])[F:30].[Cl:33][C:34]1[C:35]2[CH2:42][C:41](=[O:43])[NH:40][C:36]=2[N:37]=[CH:38][N:39]=1, predict the reaction product. The product is: [ClH:33].[CH3:22][N:20]([CH3:21])[C:17]([CH3:19])([CH3:18])[CH2:16][N:14]1[CH:15]=[C:11]([C:8]2[CH:9]=[CH:10][C:5]([F:4])=[C:6]([C:29]([F:30])([F:31])[F:32])[CH:7]=2)[N:12]=[C:13]1[CH:23]1[CH2:28][CH2:27][N:26]([C:34]2[C:35]3[CH2:42][C:41](=[O:43])[NH:40][C:36]=3[N:37]=[CH:38][N:39]=2)[CH2:25][CH2:24]1. (2) The product is: [C:20]([O:19][C:17]([N:1]1[CH2:2][CH2:3][CH:4]([N:7]2[C:11]3[CH:12]=[CH:13][CH:14]=[CH:15][C:10]=3[NH:9][C:8]2=[O:16])[CH2:5][CH2:6]1)=[O:18])([CH3:23])([CH3:22])[CH3:21]. Given the reactants [NH:1]1[CH2:6][CH2:5][CH:4]([N:7]2[C:11]3[CH:12]=[CH:13][CH:14]=[CH:15][C:10]=3[NH:9][C:8]2=[O:16])[CH2:3][CH2:2]1.[C:17](O[C:17]([O:19][C:20]([CH3:23])([CH3:22])[CH3:21])=[O:18])([O:19][C:20]([CH3:23])([CH3:22])[CH3:21])=[O:18], predict the reaction product. (3) Given the reactants [NH2:1][C:2]1[C:6]2[CH:7]=[N:8][C:9]3[CH:10]=[C:11]([O:17][CH3:18])[C:12]([O:15][CH3:16])=[CH:13][C:14]=3[C:5]=2[S:4](=O)[C:3]=1[C:20]([O:22][CH3:23])=[O:21].[F:24][C:25]([F:36])([F:35])[C:26](O[C:26](=[O:27])[C:25]([F:36])([F:35])[F:24])=[O:27], predict the reaction product. The product is: [CH3:18][O:17][C:11]1[C:12]([O:15][CH3:16])=[CH:13][C:14]2[C:5]3[S:4][C:3]([C:20]([O:22][CH3:23])=[O:21])=[C:2]([NH:1][C:26](=[O:27])[C:25]([F:36])([F:35])[F:24])[C:6]=3[CH:7]=[N:8][C:9]=2[CH:10]=1. (4) Given the reactants [CH3:1][S:2]([O:5][C:6]1[CH:11]=[CH:10][C:9]([C:12]2([C:20]3[CH:25]=[C:24]([C:26]4[CH:31]=[CH:30][CH:29]=[C:28]([O:32][CH3:33])[CH:27]=4)[CH:23]=[CH:22][N:21]=3)[C:16](=[O:17])[N:15]([CH3:18])[C:14](=S)[NH:13]2)=[CH:8][CH:7]=1)(=[O:4])=[O:3].[OH-].[NH4+:35].C(OO)(C)(C)C, predict the reaction product. The product is: [CH3:1][S:2]([O:5][C:6]1[CH:7]=[CH:8][C:9]([C:12]2([C:20]3[CH:25]=[C:24]([C:26]4[CH:31]=[CH:30][CH:29]=[C:28]([O:32][CH3:33])[CH:27]=4)[CH:23]=[CH:22][N:21]=3)[C:16](=[O:17])[N:15]([CH3:18])[C:14]([NH2:35])=[N:13]2)=[CH:10][CH:11]=1)(=[O:4])=[O:3].